The task is: Regression. Given two drug SMILES strings and cell line genomic features, predict the synergy score measuring deviation from expected non-interaction effect.. This data is from NCI-60 drug combinations with 297,098 pairs across 59 cell lines. (1) Drug 1: C1=CC(=CC=C1CC(C(=O)O)N)N(CCCl)CCCl.Cl. Drug 2: CCC1=C2CN3C(=CC4=C(C3=O)COC(=O)C4(CC)O)C2=NC5=C1C=C(C=C5)O. Cell line: UACC62. Synergy scores: CSS=36.4, Synergy_ZIP=-4.03, Synergy_Bliss=-2.39, Synergy_Loewe=-22.7, Synergy_HSA=-0.247. (2) Drug 1: C1=CC(=CC=C1CC(C(=O)O)N)N(CCCl)CCCl.Cl. Drug 2: C(CN)CNCCSP(=O)(O)O. Cell line: OVCAR-8. Synergy scores: CSS=11.4, Synergy_ZIP=-2.32, Synergy_Bliss=1.85, Synergy_Loewe=-14.0, Synergy_HSA=-0.799. (3) Drug 1: CC1OCC2C(O1)C(C(C(O2)OC3C4COC(=O)C4C(C5=CC6=C(C=C35)OCO6)C7=CC(=C(C(=C7)OC)O)OC)O)O. Drug 2: C1=C(C(=O)NC(=O)N1)N(CCCl)CCCl. Cell line: BT-549. Synergy scores: CSS=43.0, Synergy_ZIP=-0.712, Synergy_Bliss=2.79, Synergy_Loewe=4.98, Synergy_HSA=8.37. (4) Drug 1: CN1CCC(CC1)COC2=C(C=C3C(=C2)N=CN=C3NC4=C(C=C(C=C4)Br)F)OC. Drug 2: C1=NC(=NC(=O)N1C2C(C(C(O2)CO)O)O)N. Cell line: MDA-MB-231. Synergy scores: CSS=12.3, Synergy_ZIP=-1.06, Synergy_Bliss=2.60, Synergy_Loewe=1.85, Synergy_HSA=1.81.